Task: Predict the product of the given reaction.. Dataset: Forward reaction prediction with 1.9M reactions from USPTO patents (1976-2016) (1) Given the reactants [CH2:1]([C:3]1([CH2:25][CH3:26])[C:7](=[O:8])[O:6][CH:5]([CH2:9][CH2:10][N:11]2[CH2:16][CH2:15]N(C3C=CC=CC=3C#N)[CH2:13][CH2:12]2)[CH2:4]1)[CH3:2].[C:27]1([CH:33]2CCNCC2)[CH:32]=[CH:31][CH:30]=[CH:29][CH:28]=1.N1(C2C=CC=CC=2C#N)CCNCC1, predict the reaction product. The product is: [CH2:25]([C:3]1([CH2:1][CH3:2])[CH2:4][CH:5]([CH2:9][CH2:10][N:11]2[CH2:12][CH2:13][CH:33]([C:27]3[CH:32]=[CH:31][CH:30]=[CH:29][CH:28]=3)[CH2:15][CH2:16]2)[O:6][C:7]1=[O:8])[CH3:26]. (2) The product is: [F:19][C:20]1[CH:21]=[C:22]([S:27]([NH:18][C:15]2[CH:16]=[CH:17][C:12]([C@H:9]3[CH2:10][CH2:11][CH:7]([N:3]4[CH2:4][CH2:5][CH2:6][C@@H:2]4[CH3:1])[CH2:8]3)=[CH:13][CH:14]=2)(=[O:28])=[O:29])[CH:23]=[CH:24][C:25]=1[F:26]. Given the reactants [CH3:1][C@H:2]1[CH2:6][CH2:5][CH2:4][N:3]1[CH:7]1[CH2:11][CH2:10][C@H:9]([C:12]2[CH:17]=[CH:16][C:15]([NH2:18])=[CH:14][CH:13]=2)[CH2:8]1.[F:19][C:20]1[CH:21]=[C:22]([S:27](Cl)(=[O:29])=[O:28])[CH:23]=[CH:24][C:25]=1[F:26], predict the reaction product. (3) Given the reactants [Br:1][C:2]1[CH:7]=[CH:6][C:5]([OH:8])=[CH:4][CH:3]=1.N1C=CN=C1.[C:14]([Si:18](Cl)([CH3:20])[CH3:19])([CH3:17])([CH3:16])[CH3:15], predict the reaction product. The product is: [Br:1][C:2]1[CH:7]=[CH:6][C:5]([O:8][Si:18]([C:14]([CH3:17])([CH3:16])[CH3:15])([CH3:20])[CH3:19])=[CH:4][CH:3]=1. (4) Given the reactants C([NH:8][CH2:9][C:10](O)=[O:11])C1C=CC=CC=1.CCN(C(C)C)C(C)C.CN(C(ON1N=NC2C=CC=CC1=2)=[N+](C)C)C.[B-](F)(F)(F)F.[ClH:44].[CH3:45][O:46][C:47](=[O:53])[C@@H:48]([CH:50]([CH3:52])[CH3:51])[NH2:49].OS([O-])(=O)=O.[K+].Cl.N1C=CC=CC=1, predict the reaction product. The product is: [ClH:44].[NH2:8][CH2:9][C:10]([NH:49][C@@H:48]([C:47]([O:46][CH3:45])=[O:53])[CH:50]([CH3:52])[CH3:51])=[O:11]. (5) Given the reactants [Br:1][C:2]1[C:3]([Cl:17])=[C:4]2[C:9](=[C:10]([CH3:12])[CH:11]=1)[NH:8][C:7]([CH3:14])([CH3:13])[C:6](=[O:15])[CH:5]2[CH3:16].I[CH3:19], predict the reaction product. The product is: [Br:1][C:2]1[C:3]([Cl:17])=[C:4]2[C:9](=[C:10]([CH3:12])[CH:11]=1)[NH:8][C:7]([CH3:14])([CH3:13])[C:6](=[O:15])[C:5]2([CH3:19])[CH3:16]. (6) Given the reactants [F:1][C:2]([F:20])([F:19])[CH2:3][NH:4][C:5]([C:7]1([NH:11]C(=O)OC(C)(C)C)[CH2:10][CH2:9][CH2:8]1)=[O:6].[F:21][C:22]([F:27])([F:26])[C:23]([OH:25])=[O:24], predict the reaction product. The product is: [F:21][C:22]([F:27])([F:26])[C:23]([O-:25])=[O:24].[F:1][C:2]([F:19])([F:20])[CH2:3][NH:4][C:5]([C:7]1([NH3+:11])[CH2:10][CH2:9][CH2:8]1)=[O:6].